This data is from Catalyst prediction with 721,799 reactions and 888 catalyst types from USPTO. The task is: Predict which catalyst facilitates the given reaction. Reactant: [O:1]=[C:2]1[N:8]([CH:9]2[CH2:14][CH2:13][N:12]([C:15]([O:17][C@H:18]([CH2:39][C:40]3[CH:45]=[C:44]([CH3:46])[C:43]([O:47]CC4C=CC=CC=4)=[C:42]([CH3:55])[CH:41]=3)[C:19]([N:21]3[CH2:26][CH2:25][N:24]([CH:27]4[CH2:32][CH2:31][N:30]([CH2:33][C:34]([O:36][CH2:37][CH3:38])=[O:35])[CH2:29][CH2:28]4)[CH2:23][CH2:22]3)=[O:20])=[O:16])[CH2:11][CH2:10]2)[CH2:7][CH2:6][C:5]2[CH:56]=[CH:57][CH:58]=[CH:59][C:4]=2[NH:3]1.[H][H]. Product: [O:1]=[C:2]1[N:8]([CH:9]2[CH2:14][CH2:13][N:12]([C:15]([O:17][C@H:18]([CH2:39][C:40]3[CH:45]=[C:44]([CH3:46])[C:43]([OH:47])=[C:42]([CH3:55])[CH:41]=3)[C:19]([N:21]3[CH2:26][CH2:25][N:24]([CH:27]4[CH2:32][CH2:31][N:30]([CH2:33][C:34]([O:36][CH2:37][CH3:38])=[O:35])[CH2:29][CH2:28]4)[CH2:23][CH2:22]3)=[O:20])=[O:16])[CH2:11][CH2:10]2)[CH2:7][CH2:6][C:5]2[CH:56]=[CH:57][CH:58]=[CH:59][C:4]=2[NH:3]1. The catalyst class is: 50.